From a dataset of Full USPTO retrosynthesis dataset with 1.9M reactions from patents (1976-2016). Predict the reactants needed to synthesize the given product. (1) The reactants are: Cl.C(N=C=NCCCN(C)C)C.[C:13]([O:17][C:18]([N:20]1[CH2:28][CH2:27][CH:23]([C:24]([OH:26])=O)[CH2:22][CH2:21]1)=[O:19])([CH3:16])([CH3:15])[CH3:14].O.ON1C2C=CC=CC=2N=N1.[CH3:40][O:41][C:42]1[CH:43]=[C:44]2[C:49](=[C:50]3[CH2:54][C:53]([CH3:56])([CH3:55])[O:52][C:51]=13)[C:48]([C:57]1[CH:58]=[C:59]([NH2:63])[CH:60]=[CH:61][CH:62]=1)=[N:47][C:46]([CH3:65])([CH3:64])[CH2:45]2.C(=O)([O-])O.[Na+]. Given the product [CH3:16][C:13]([O:17][C:18]([N:20]1[CH2:21][CH2:22][CH:23]([C:24]([NH:63][C:59]2[CH:60]=[CH:61][CH:62]=[C:57]([C:48]3[C:49]4[C:44](=[CH:43][C:42]([O:41][CH3:40])=[C:51]5[O:52][C:53]([CH3:55])([CH3:56])[CH2:54][C:50]5=4)[CH2:45][C:46]([CH3:65])([CH3:64])[N:47]=3)[CH:58]=2)=[O:26])[CH2:27][CH2:28]1)=[O:19])([CH3:14])[CH3:15], predict the reactants needed to synthesize it. (2) Given the product [CH:13]([C:2]1[CH:3]=[CH:4][CH:5]=[CH:6][C:1]=1[OH:7])([CH2:14][CH3:15])[CH3:12].[CH:13]([C:2]1[CH:3]=[C:4]([C:9]([CH3:10])([CH3:8])[CH3:11])[CH:5]=[CH:6][C:1]=1[OH:7])([CH2:14][CH3:15])[CH3:12], predict the reactants needed to synthesize it. The reactants are: [C:1]1([OH:7])[CH:6]=[CH:5][CH:4]=[CH:3][CH:2]=1.[CH3:8][C:9](=[CH2:11])[CH3:10].[CH2:12]=[CH:13][CH2:14][CH3:15].CC(C)C. (3) Given the product [ClH:2].[Cl:2][C:3]1[CH:4]=[C:5]([F:23])[C:6]([O:9][CH:10]2[CH2:11][CH2:12][NH:13][CH2:14][CH2:15]2)=[N:7][CH:8]=1, predict the reactants needed to synthesize it. The reactants are: Cl.[Cl:2][C:3]1[CH:4]=[C:5]([F:23])[C:6]([O:9][CH:10]2[CH2:15][CH2:14][N:13](C(OC(C)(C)C)=O)[CH2:12][CH2:11]2)=[N:7][CH:8]=1. (4) Given the product [CH3:56][C:51]([N:46]1[CH2:45][C:44]2[C:48](=[CH:49][C:41]([C:38]3[CH:37]=[CH:36][C:35]([NH:34][C:65](=[O:66])[C:64]4[CH:68]=[CH:69][C:61]([O:60][C:59]([F:58])([F:70])[F:71])=[CH:62][CH:63]=4)=[CH:40][CH:39]=3)=[CH:42][CH:43]=2)[C:47]1=[O:50])([CH3:57])[C:52]([O:54][CH3:55])=[O:53], predict the reactants needed to synthesize it. The reactants are: C(NC1C=CC(C2C=C3C(CN([C@@H](C(C)C)C(OC)=O)C3=O)=CC=2)=CC=1)(=O)C1C=CC=CC=1.[NH2:34][C:35]1[CH:40]=[CH:39][C:38]([C:41]2[CH:49]=[C:48]3[C:44]([CH2:45][N:46]([C:51]([CH3:57])([CH3:56])[C:52]([O:54][CH3:55])=[O:53])[C:47]3=[O:50])=[CH:43][CH:42]=2)=[CH:37][CH:36]=1.[F:58][C:59]([F:71])([F:70])[O:60][C:61]1[CH:69]=[CH:68][C:64]([C:65](Cl)=[O:66])=[CH:63][CH:62]=1. (5) Given the product [C:21]([O:20][C:17](=[O:19])[CH2:18][C:3](=[O:16])[C:4]1[CH:9]=[CH:8][CH:7]=[C:6]([C:10]2[CH:15]=[CH:14][CH:13]=[CH:12][N:11]=2)[CH:5]=1)([CH3:24])([CH3:23])[CH3:22], predict the reactants needed to synthesize it. The reactants are: CO[C:3](=[O:16])[C:4]1[CH:9]=[CH:8][CH:7]=[C:6]([C:10]2[CH:15]=[CH:14][CH:13]=[CH:12][N:11]=2)[CH:5]=1.[C:17]([O:20][C:21]([CH3:24])([CH3:23])[CH3:22])(=[O:19])[CH3:18].[Li]. (6) Given the product [C:26]([C:24]1[C:23]([O:29][CH2:30][CH3:31])=[C:22]([CH:8]2[CH2:11][N:10]([C:12]([O:14][C:15]([CH3:18])([CH3:17])[CH3:16])=[O:13])[CH2:9]2)[C:21]([F:33])=[C:20]([Cl:19])[CH:25]=1)(=[O:28])[CH3:27], predict the reactants needed to synthesize it. The reactants are: [Cl-].[Li+].BrCCBr.I[CH:8]1[CH2:11][N:10]([C:12]([O:14][C:15]([CH3:18])([CH3:17])[CH3:16])=[O:13])[CH2:9]1.[Cl:19][C:20]1[C:21]([F:33])=[C:22](I)[C:23]([O:29][CH2:30][CH3:31])=[C:24]([C:26](=[O:28])[CH3:27])[CH:25]=1. (7) Given the product [CH2:1]([O:3][C:4](=[O:33])[CH2:5][N:6]([S:46]([NH:45][C:41]([CH3:44])([CH3:43])[CH3:42])(=[O:48])=[O:47])[CH2:7][C:8]1[CH:13]=[CH:12][CH:11]=[C:10]([O:14][CH2:15][CH2:16][C:17]2[N:18]=[C:19]([C:23]3[CH:28]=[CH:27][C:26]([C:29]([F:30])([F:32])[F:31])=[CH:25][CH:24]=3)[O:20][C:21]=2[CH3:22])[CH:9]=1)[CH3:2], predict the reactants needed to synthesize it. The reactants are: [CH2:1]([O:3][C:4](=[O:33])[CH2:5][NH:6][CH2:7][C:8]1[CH:13]=[CH:12][CH:11]=[C:10]([O:14][CH2:15][CH2:16][C:17]2[N:18]=[C:19]([C:23]3[CH:28]=[CH:27][C:26]([C:29]([F:32])([F:31])[F:30])=[CH:25][CH:24]=3)[O:20][C:21]=2[CH3:22])[CH:9]=1)[CH3:2].C(N(CC)CC)C.[C:41]([NH:45][S:46](Cl)(=[O:48])=[O:47])([CH3:44])([CH3:43])[CH3:42]. (8) The reactants are: [NH2:1][CH2:2][C:3]1([CH3:19])[CH2:8][CH2:7][C:6]([N:16]([CH3:18])[CH3:17])([C:9]2[CH:14]=[CH:13][CH:12]=[C:11]([F:15])[CH:10]=2)[CH2:5][CH2:4]1.CCN(C(C)C)C(C)C.[C:29](Cl)(=[O:38])[CH:30]=[CH:31][C:32]1[CH:37]=[CH:36][CH:35]=[CH:34][CH:33]=1. Given the product [CH3:17][N:16]([CH3:18])[C:6]1([C:9]2[CH:14]=[CH:13][CH:12]=[C:11]([F:15])[CH:10]=2)[CH2:5][CH2:4][C:3]([CH2:2][NH:1][C:29](=[O:38])/[CH:30]=[CH:31]/[C:32]2[CH:37]=[CH:36][CH:35]=[CH:34][CH:33]=2)([CH3:19])[CH2:8][CH2:7]1, predict the reactants needed to synthesize it. (9) Given the product [Cl-:2].[C:6]1([C:9]2([CH:13]3[C:22]4[C:17](=[CH:18][CH:19]=[C:20]([O:23][CH2:24][CH2:25][NH:26][S:27]([CH2:30][CH2:31][CH3:32])(=[O:29])=[O:28])[CH:21]=4)[CH2:16][CH2:15][NH2+:14]3)[CH2:12][CH2:11][CH2:10]2)[CH:5]=[CH:4][CH:3]=[CH:8][CH:7]=1, predict the reactants needed to synthesize it. The reactants are: [Cl-].[Cl:2][C:3]1[CH:8]=[CH:7][C:6]([C:9]2([CH:13]3[C:22]4[C:17](=[CH:18][CH:19]=[C:20]([O:23][CH2:24][CH2:25][NH:26][S:27]([CH2:30][CH2:31][CH3:32])(=[O:29])=[O:28])[CH:21]=4)[CH2:16][CH2:15][NH2+:14]3)[CH2:12][CH2:11][CH2:10]2)=[CH:5][CH:4]=1.C(N(CC)CC)C.[H][H].